From a dataset of Catalyst prediction with 721,799 reactions and 888 catalyst types from USPTO. Predict which catalyst facilitates the given reaction. (1) Reactant: [CH2:1]([NH2:4])[C:2]#[CH:3].C(N(CC)C(C)C)(C)C.[N:14]1[C:21](Cl)=[N:20][C:18](Cl)=[N:17][C:15]=1[Cl:16].Cl.[CH3:24][O:25][NH:26][CH3:27].C([O-])(O)=O.[Na+]. Product: [Cl:16][C:15]1[N:14]=[C:21]([NH:4][CH2:1][C:2]#[CH:3])[N:20]=[C:18]([N:26]([CH3:27])[O:25][CH3:24])[N:17]=1. The catalyst class is: 10. (2) Reactant: C([N:8](CC1C=CC=CC=1)[C:9]1[CH:10]=[C:11]([C:16]2([CH2:19][C:20]([O:22][CH3:23])=[O:21])[CH2:18][CH2:17]2)[CH:12]=[CH:13][C:14]=1[F:15])C1C=CC=CC=1.C1CCCCC1.C(OCC)(=O)C. Product: [NH2:8][C:9]1[CH:10]=[C:11]([C:16]2([CH2:19][C:20]([O:22][CH3:23])=[O:21])[CH2:17][CH2:18]2)[CH:12]=[CH:13][C:14]=1[F:15]. The catalyst class is: 63.